This data is from TCR-epitope binding with 47,182 pairs between 192 epitopes and 23,139 TCRs. The task is: Binary Classification. Given a T-cell receptor sequence (or CDR3 region) and an epitope sequence, predict whether binding occurs between them. (1) The epitope is FPRPWLHGL. The TCR CDR3 sequence is CASSSWGYNEQFF. Result: 0 (the TCR does not bind to the epitope). (2) The epitope is NLNESLIDL. The TCR CDR3 sequence is CASSLLAGTDTQYF. Result: 1 (the TCR binds to the epitope). (3) The epitope is NEGVKAAW. The TCR CDR3 sequence is CASSVFGELFF. Result: 1 (the TCR binds to the epitope). (4) The epitope is FIAGLIAIV. The TCR CDR3 sequence is CSVAVTDYNEQFF. Result: 1 (the TCR binds to the epitope). (5) The epitope is YLQPRTFLL. The TCR CDR3 sequence is CAAGVENTGELFF. Result: 1 (the TCR binds to the epitope). (6) The epitope is KLWAQCVQL. The TCR CDR3 sequence is CASSLRQGLNEQFF. Result: 0 (the TCR does not bind to the epitope). (7) The epitope is FLNRFTTTL. The TCR CDR3 sequence is CASSLTETQYF. Result: 0 (the TCR does not bind to the epitope). (8) The epitope is IPIQASLPF. The TCR CDR3 sequence is CASSPSLSMGEQYF. Result: 1 (the TCR binds to the epitope).